This data is from Forward reaction prediction with 1.9M reactions from USPTO patents (1976-2016). The task is: Predict the product of the given reaction. (1) Given the reactants CC1(C)C(C)(C)OB([C:9]2[CH:10]=[C:11]([CH:25]=[CH:26][CH:27]=2)[CH2:12][O:13][C:14]2[CH:19]=[CH:18][CH:17]=[CH:16][C:15]=2[CH2:20][C:21]([O:23][CH3:24])=[O:22])O1.Br[C:30]1[CH:31]=[C:32]([C@H:36]([NH:39][C:40](=[O:46])[O:41][C:42]([CH3:45])([CH3:44])[CH3:43])[CH2:37][OH:38])[CH:33]=[CH:34][CH:35]=1.[O-]P([O-])([O-])=O.[K+].[K+].[K+].C(Cl)Cl, predict the reaction product. The product is: [C:42]([O:41][C:40]([NH:39][C@@H:36]([C:32]1[CH:33]=[C:34]([C:9]2[CH:27]=[CH:26][CH:25]=[C:11]([CH2:12][O:13][C:14]3[CH:19]=[CH:18][CH:17]=[CH:16][C:15]=3[CH2:20][C:21]([O:23][CH3:24])=[O:22])[CH:10]=2)[CH:35]=[CH:30][CH:31]=1)[CH2:37][OH:38])=[O:46])([CH3:45])([CH3:43])[CH3:44]. (2) Given the reactants CC1C=CC(C(O)=O)=CC=1.C(ON1C(=O)C2=CC=CC=C2C1=O)(=O)C1C=CC=CC=1.O=O.[C:33](O)(=[O:43])[C:34]1[CH:42]=[CH:41][C:37]([C:38]([OH:40])=[O:39])=[CH:36][CH:35]=1, predict the reaction product. The product is: [C:38]([C:37]1[CH:41]=[CH:42][C:34]([CH:33]=[O:43])=[CH:35][CH:36]=1)([OH:40])=[O:39].